From a dataset of Catalyst prediction with 721,799 reactions and 888 catalyst types from USPTO. Predict which catalyst facilitates the given reaction. (1) Reactant: C(OC([N:8]1[CH2:12][CH2:11][CH2:10][C@@H:9]1[CH2:13][N:14]([CH2:28][CH3:29])[C:15]1[CH:20]=[CH:19][CH:18]=[C:17]([O:21][C:22]2[CH:27]=[CH:26][CH:25]=[CH:24][CH:23]=2)[CH:16]=1)=O)(C)(C)C.FC(F)(F)C(O)=O.[OH-].[Na+]. Product: [CH2:28]([N:14]([C:15]1[CH:20]=[CH:19][CH:18]=[C:17]([O:21][C:22]2[CH:23]=[CH:24][CH:25]=[CH:26][CH:27]=2)[CH:16]=1)[CH2:13][C@H:9]1[CH2:10][CH2:11][CH2:12][NH:8]1)[CH3:29]. The catalyst class is: 4. (2) Reactant: [CH3:1][N:2]([CH3:33])[C:3]1([C:26]2[CH:31]=[CH:30][C:29]([F:32])=[CH:28][CH:27]=2)[CH2:8][CH2:7][CH:6]([CH2:9][C:10]([N:12]2[CH2:16][CH2:15][CH:14]([C:17]3[C:25]4[C:20](=[CH:21][CH:22]=[CH:23][CH:24]=4)[NH:19][CH:18]=3)[CH2:13]2)=[O:11])[CH2:5][CH2:4]1.[Cl:34][Si](C)(C)C. Product: [ClH:34].[CH3:33][N:2]([CH3:1])[C:3]1([C:26]2[CH:27]=[CH:28][C:29]([F:32])=[CH:30][CH:31]=2)[CH2:8][CH2:7][CH:6]([CH2:9][C:10]([N:12]2[CH2:16][CH2:15][CH:14]([C:17]3[C:25]4[C:20](=[CH:21][CH:22]=[CH:23][CH:24]=4)[NH:19][CH:18]=3)[CH2:13]2)=[O:11])[CH2:5][CH2:4]1. The catalyst class is: 573. (3) Reactant: [Cl:1][C:2]1[CH:7]=[C:6](Cl)[N:5]2[N:9]=[CH:10][C:11]([CH:12]([CH3:14])[CH3:13])=[C:4]2[N:3]=1.[CH3:15][NH:16][CH:17]1[CH2:22][CH2:21][O:20][CH2:19][CH2:18]1.C([O-])([O-])=O.[K+].[K+]. Product: [Cl:1][C:2]1[CH:7]=[C:6]([N:16]([CH3:15])[CH:17]2[CH2:22][CH2:21][O:20][CH2:19][CH2:18]2)[N:5]2[N:9]=[CH:10][C:11]([CH:12]([CH3:14])[CH3:13])=[C:4]2[N:3]=1. The catalyst class is: 47. (4) Reactant: Cl[C:2]1[S:3][C:4]([C:7]([NH2:9])=[O:8])=[CH:5][N:6]=1.[OH:10][C:11]1[CH:18]=[CH:17][C:14]([CH:15]=[O:16])=[CH:13][CH:12]=1.C([O-])([O-])=O.[K+].[K+]. Product: [CH:15]([C:14]1[CH:17]=[CH:18][C:11]([O:10][C:2]2[S:3][C:4]([C:7]([NH2:9])=[O:8])=[CH:5][N:6]=2)=[CH:12][CH:13]=1)=[O:16]. The catalyst class is: 3. (5) Reactant: CN(C)C=O.[CH3:6][O:7][C:8]1[CH:9]=[C:10]2[C:15](=[CH:16][C:17]=1[OH:18])[N:14]=[CH:13][CH:12]=[C:11]2[O:19][C:20]1[C:21]([CH3:30])=[N:22][C:23]2[C:28]([CH:29]=1)=[CH:27][CH:26]=[CH:25][CH:24]=2.C(=O)([O-])[O-].[K+].[K+].[CH2:37]([C@H:39]1[O:41][CH2:40]1)Cl. Product: [CH3:6][O:7][C:8]1[CH:9]=[C:10]2[C:15](=[CH:16][C:17]=1[O:18][CH2:37][C@@H:39]1[CH2:40][O:41]1)[N:14]=[CH:13][CH:12]=[C:11]2[O:19][C:20]1[C:21]([CH3:30])=[N:22][C:23]2[C:28]([CH:29]=1)=[CH:27][CH:26]=[CH:25][CH:24]=2. The catalyst class is: 6. (6) The catalyst class is: 89. Product: [OH:1][CH:2]([C:37]1[CH:42]=[CH:41][CH:40]=[CH:39][CH:38]=1)[CH2:3][CH2:4][CH2:5][N:6]1[CH2:7][CH2:8][C:9]2([N:13]([C:14]3[CH:15]=[CH:16][CH:17]=[CH:18][CH:19]=3)[CH2:12][N:11]([CH2:20][C:21]3[CH:22]=[C:23]([CH:31]=[CH:32][CH:33]=3)[C:24]([OH:26])=[O:25])[C:10]2=[O:34])[CH2:35][CH2:36]1. Reactant: [OH:1][CH:2]([C:37]1[CH:42]=[CH:41][CH:40]=[CH:39][CH:38]=1)[CH2:3][CH2:4][CH2:5][N:6]1[CH2:36][CH2:35][C:9]2([N:13]([C:14]3[CH:19]=[CH:18][CH:17]=[CH:16][CH:15]=3)[CH2:12][N:11]([CH2:20][C:21]3[CH:22]=[C:23]([CH:31]=[CH:32][CH:33]=3)[C:24]([O:26]C(C)(C)C)=[O:25])[C:10]2=[O:34])[CH2:8][CH2:7]1. (7) Reactant: [O:1]([CH2:8][C:9]1[O:10][C:11]2[CH:17]=[CH:16][C:15]([C:18]#[N:19])=[CH:14][C:12]=2[CH:13]=1)[C:2]1[CH:7]=[CH:6][CH:5]=[CH:4][CH:3]=1.[H-].[Al+3].[Li+].[H-].[H-].[H-]. Product: [O:1]([CH2:8][C:9]1[O:10][C:11]2[CH:17]=[CH:16][C:15]([CH2:18][NH2:19])=[CH:14][C:12]=2[CH:13]=1)[C:2]1[CH:7]=[CH:6][CH:5]=[CH:4][CH:3]=1. The catalyst class is: 7. (8) Reactant: [O:1]=[C:2]1[CH:7]([N:8]2[CH2:16][C:15]3[C:10](=[CH:11][CH:12]=[C:13]([CH2:17][NH:18][C:19]([CH:21]4[CH2:26][CH2:25][N:24](C(OC(C)(C)C)=O)[CH2:23][CH2:22]4)=[O:20])[CH:14]=3)[C:9]2=[O:34])[CH2:6][CH2:5][C:4](=[O:35])[NH:3]1.Cl. Product: [O:1]=[C:2]1[CH:7]([N:8]2[CH2:16][C:15]3[C:10](=[CH:11][CH:12]=[C:13]([CH2:17][NH:18][C:19]([CH:21]4[CH2:26][CH2:25][NH:24][CH2:23][CH2:22]4)=[O:20])[CH:14]=3)[C:9]2=[O:34])[CH2:6][CH2:5][C:4](=[O:35])[NH:3]1. The catalyst class is: 343. (9) Reactant: [NH2:1][C@H:2]1[CH2:7][CH2:6][N:5]([C:8]([O:10][C:11]([CH3:14])([CH3:13])[CH3:12])=[O:9])[CH2:4][C@H:3]1[O:15][CH2:16][CH2:17][CH3:18].C(=O)(O)[O-].[Na+].Cl[C:25]([O:27][CH2:28][C:29]1[CH:34]=[CH:33][CH:32]=[CH:31][CH:30]=1)=[O:26].C1COCC1. Product: [CH2:28]([O:27][C:25]([NH:1][C@H:2]1[CH2:7][CH2:6][N:5]([C:8]([O:10][C:11]([CH3:12])([CH3:13])[CH3:14])=[O:9])[CH2:4][C@H:3]1[O:15][CH2:16][CH2:17][CH3:18])=[O:26])[C:29]1[CH:34]=[CH:33][CH:32]=[CH:31][CH:30]=1. The catalyst class is: 6. (10) Reactant: [CH3:1][O:2][C:3]([C:5]1[C:6](Cl)=[N:7][C:8]([Cl:12])=[N:9][C:10]=1[CH3:11])=[O:4].C(=O)([O-])[O-].[K+].[K+].[CH3:20][CH2:21][SH:22]. Product: [CH3:1][O:2][C:3]([C:5]1[C:6]([S:22][CH2:21][CH3:20])=[N:7][C:8]([Cl:12])=[N:9][C:10]=1[CH3:11])=[O:4]. The catalyst class is: 9.